This data is from Full USPTO retrosynthesis dataset with 1.9M reactions from patents (1976-2016). The task is: Predict the reactants needed to synthesize the given product. (1) Given the product [C:12]([O:16][C:17]([N:19]1[CH2:24][CH2:23][CH:22]([CH2:25][O:11][C:4]2[CH:5]=[CH:6][C:7]([N+:8]([O-:10])=[O:9])=[C:2]([F:1])[CH:3]=2)[CH2:21][CH2:20]1)=[O:18])([CH3:15])([CH3:13])[CH3:14], predict the reactants needed to synthesize it. The reactants are: [F:1][C:2]1[CH:3]=[C:4]([OH:11])[CH:5]=[CH:6][C:7]=1[N+:8]([O-:10])=[O:9].[C:12]([O:16][C:17]([N:19]1[CH2:24][CH2:23][CH:22]([CH2:25]O)[CH2:21][CH2:20]1)=[O:18])([CH3:15])([CH3:14])[CH3:13].C1(P(C2C=CC=CC=2)C2C=CC=CC=2)C=CC=CC=1.N(C(OC(C)C)=O)=NC(OC(C)C)=O. (2) Given the product [Si:13]([O:20][C@@H:21]([CH2:26][O:27][CH2:28][CH3:29])[C:22]([NH:12][C:9]1[CH:8]=[CH:7][C:6]([CH3:5])=[CH:11][N:10]=1)=[O:23])([C:16]([CH3:19])([CH3:18])[CH3:17])([CH3:15])[CH3:14], predict the reactants needed to synthesize it. The reactants are: C[Al](C)C.[CH3:5][C:6]1[CH:7]=[CH:8][C:9]([NH2:12])=[N:10][CH:11]=1.[Si:13]([O:20][C@@H:21]([CH2:26][O:27][CH2:28][CH3:29])[C:22](OC)=[O:23])([C:16]([CH3:19])([CH3:18])[CH3:17])([CH3:15])[CH3:14].C(O)(=O)CC(CC(O)=O)(C(O)=O)O. (3) Given the product [F:27][CH2:28][CH:29]([CH2:30][F:31])[O:32][C:6]1[CH:7]=[C:8]([O:10][C:17]2[CH:22]=[N:21][C:20]([S:23]([CH3:26])(=[O:25])=[O:24])=[CH:19][CH:18]=2)[CH:9]=[C:4]([CH:5]=1)[C:3]([NH:33][C:34]1[CH:38]=[CH:37][N:36]([CH3:39])[N:35]=1)=[O:15], predict the reactants needed to synthesize it. The reactants are: CO[C:3](=[O:15])[C:4]1[CH:9]=[C:8]([OH:10])[CH:7]=[C:6](OCOC)[CH:5]=1.Br[C:17]1[CH:18]=[CH:19][C:20]([S:23]([CH3:26])(=[O:25])=[O:24])=[N:21][CH:22]=1.[F:27][CH2:28][CH:29]([OH:32])[CH2:30][F:31].[NH2:33][C:34]1[CH:38]=[CH:37][N:36]([CH3:39])[N:35]=1. (4) Given the product [O:1]1[C:5]2([CH2:10][CH2:9][CH:8]([CH2:11][CH2:12][NH:13][C:14]3[CH:19]=[C:18]([O:20][CH3:21])[CH:17]=[CH:16][C:15]=3[NH2:22])[CH2:7][CH2:6]2)[O:4][CH2:3][CH2:2]1, predict the reactants needed to synthesize it. The reactants are: [O:1]1[C:5]2([CH2:10][CH2:9][CH:8]([CH2:11][CH2:12][NH:13][C:14]3[CH:19]=[C:18]([O:20][CH3:21])[CH:17]=[CH:16][C:15]=3[N+:22]([O-])=O)[CH2:7][CH2:6]2)[O:4][CH2:3][CH2:2]1. (5) Given the product [N+:13]([CH:16]=[CH:7][C:6]1[CH:9]=[CH:10][C:3]([C:2]([F:12])([F:11])[F:1])=[CH:4][CH:5]=1)([O-:15])=[O:14], predict the reactants needed to synthesize it. The reactants are: [F:1][C:2]([F:12])([F:11])[C:3]1[CH:10]=[CH:9][C:6]([CH:7]=O)=[CH:5][CH:4]=1.[N+:13]([CH3:16])([O-:15])=[O:14]. (6) The reactants are: [C:1]([CH2:3][CH2:4][C:5]([O:7][CH3:8])=[O:6])#[N:2].[CH2:9]([OH:11])[CH3:10].C([O-])([O-])=O.[K+].[K+]. Given the product [CH2:9]([O:11][C:1](=[NH:2])[CH2:3][CH2:4][C:5]([O:7][CH3:8])=[O:6])[CH3:10], predict the reactants needed to synthesize it.